Dataset: Peptide-MHC class I binding affinity with 185,985 pairs from IEDB/IMGT. Task: Regression. Given a peptide amino acid sequence and an MHC pseudo amino acid sequence, predict their binding affinity value. This is MHC class I binding data. (1) The peptide sequence is LETLLLLTL. The MHC is HLA-B44:02 with pseudo-sequence HLA-B44:02. The binding affinity (normalized) is 0.407. (2) The peptide sequence is ASGFTFSSY. The MHC is HLA-A26:01 with pseudo-sequence HLA-A26:01. The binding affinity (normalized) is 0.0320. (3) The peptide sequence is EVADRVIFM. The MHC is HLA-A25:01 with pseudo-sequence HLA-A25:01. The binding affinity (normalized) is 0.0847.